Dataset: Full USPTO retrosynthesis dataset with 1.9M reactions from patents (1976-2016). Task: Predict the reactants needed to synthesize the given product. (1) Given the product [Cl:8][C:6]1[CH:5]=[C:4]([C:9]2[N:14]=[C:13]([C:15]3[CH:20]=[CH:19][CH:18]=[CH:17][CH:16]=3)[N:12]=[C:11]([C:21]3[CH:26]=[CH:25][CH:24]=[CH:23][CH:22]=3)[N:10]=2)[CH:3]=[C:2]([C:32]2[C:33]3[C:38]([CH:39]=[C:40]4[C:31]=2[CH:30]=[CH:29][CH:28]=[CH:27]4)=[CH:37][CH:36]=[CH:35][CH:34]=3)[CH:7]=1, predict the reactants needed to synthesize it. The reactants are: Br[C:2]1[CH:3]=[C:4]([C:9]2[N:14]=[C:13]([C:15]3[CH:20]=[CH:19][CH:18]=[CH:17][CH:16]=3)[N:12]=[C:11]([C:21]3[CH:26]=[CH:25][CH:24]=[CH:23][CH:22]=3)[N:10]=2)[CH:5]=[C:6]([Cl:8])[CH:7]=1.[CH:27]1[C:40]2[C:31](=[CH:32][C:33]3[C:38]([C:39]=2B(O)O)=[CH:37][CH:36]=[CH:35][CH:34]=3)[CH:30]=[CH:29][CH:28]=1.C1(C)C=CC=CC=1.C(=O)([O-])[O-].[K+].[K+]. (2) Given the product [CH2:1]([O:8][C:9]1[CH:14]=[C:13]([F:15])[CH:12]=[C:11]([F:16])[C:10]=1[NH2:17])[C:2]1[CH:3]=[CH:4][CH:5]=[CH:6][CH:7]=1, predict the reactants needed to synthesize it. The reactants are: [CH2:1]([O:8][C:9]1[CH:14]=[C:13]([F:15])[CH:12]=[C:11]([F:16])[C:10]=1[N+:17]([O-])=O)[C:2]1[CH:7]=[CH:6][CH:5]=[CH:4][CH:3]=1.